From a dataset of Peptide-MHC class I binding affinity with 185,985 pairs from IEDB/IMGT. Regression. Given a peptide amino acid sequence and an MHC pseudo amino acid sequence, predict their binding affinity value. This is MHC class I binding data. The peptide sequence is IPRLLRTFL. The MHC is HLA-B07:02 with pseudo-sequence HLA-B07:02. The binding affinity (normalized) is 0.901.